Predict the reactants needed to synthesize the given product. From a dataset of Full USPTO retrosynthesis dataset with 1.9M reactions from patents (1976-2016). (1) Given the product [Cl:1][C:2]1[CH:3]=[C:4]([CH:7]=[C:8]([O:10][C:11]2[C:16](=[O:17])[N:15]([CH2:18][C:19]3[C:20]([O:29][CH3:30])=[N:21][C:22]([O:36][CH3:35])=[N:23][CH:24]=3)[CH:14]=[N:13][C:12]=2[C:31]([F:34])([F:33])[F:32])[CH:9]=1)[C:5]#[N:6], predict the reactants needed to synthesize it. The reactants are: [Cl:1][C:2]1[CH:3]=[C:4]([CH:7]=[C:8]([O:10][C:11]2[C:16](=[O:17])[N:15]([CH2:18][C:19]3[C:20]([O:29][CH3:30])=[N:21][C:22](S(C)(=O)=O)=[N:23][CH:24]=3)[CH:14]=[N:13][C:12]=2[C:31]([F:34])([F:33])[F:32])[CH:9]=1)[C:5]#[N:6].[CH3:35][O-:36].[Na+]. (2) Given the product [CH3:1][O:2][C:3]1[CH:12]=[CH:11][C:10]([S:25]([Cl:24])(=[O:27])=[O:26])=[C:9]2[C:4]=1[CH2:5][C@@H:6]([NH:13][C:14](=[O:19])[C:15]([F:16])([F:17])[F:18])[CH2:7][O:8]2, predict the reactants needed to synthesize it. The reactants are: [CH3:1][O:2][C:3]1[CH:12]=[CH:11][CH:10]=[C:9]2[C:4]=1[CH2:5][C@@H:6]([NH:13][C:14](=[O:19])[C:15]([F:18])([F:17])[F:16])[CH2:7][O:8]2.S(Cl)(Cl)=O.[Cl:24][S:25](O)(=[O:27])=[O:26]. (3) Given the product [CH3:18][CH:5]1[CH2:4][C:3](=[O:2])[CH:8]=[CH:7][N:6]1[C:9]([O:11][C:12]([CH3:13])([CH3:17])[CH3:19])=[O:10], predict the reactants needed to synthesize it. The reactants are: C[O:2][C:3]1[CH:8]=[CH:7][N:6]([C:9]([O:11][C:12]2[CH:17]=CC=C[CH:13]=2)=[O:10])[CH:5]([CH3:18])[CH:4]=1.[CH3:19]C(C)([O-])C.[K+]. (4) Given the product [Br:8][C:6]1[CH:5]=[CH:4][C:3]2[N:9]([CH2:10][CH2:11][NH:12][C:13](=[O:19])[O:14][C:15]([CH3:16])([CH3:18])[CH3:17])[CH:20]=[N:1][C:2]=2[CH:7]=1, predict the reactants needed to synthesize it. The reactants are: [NH2:1][C:2]1[CH:7]=[C:6]([Br:8])[CH:5]=[CH:4][C:3]=1[NH:9][CH2:10][CH2:11][NH:12][C:13](=[O:19])[O:14][C:15]([CH3:18])([CH3:17])[CH3:16].[CH:20](OCC)(OCC)OCC. (5) Given the product [CH2:1]([O:8][C:9]([CH2:11][N:12]1[CH2:25][CH2:24][CH2:23][NH:22][CH2:21][CH2:20][N:19]([CH2:26][C:27]([O:29][CH2:30][C:31]2[CH:36]=[CH:35][CH:34]=[CH:33][CH:32]=2)=[O:28])[CH2:18][CH2:17][CH2:16][N:15]([CH2:45][CH2:44][C:43]2[CH:42]=[CH:41][C:40]([N+:37]([O-:39])=[O:38])=[CH:48][CH:47]=2)[CH2:14][CH2:13]1)=[O:10])[C:2]1[CH:7]=[CH:6][CH:5]=[CH:4][CH:3]=1, predict the reactants needed to synthesize it. The reactants are: [CH2:1]([O:8][C:9]([CH2:11][N:12]1[CH2:25][CH2:24][CH2:23][NH:22][CH2:21][CH2:20][N:19]([CH2:26][C:27]([O:29][CH2:30][C:31]2[CH:36]=[CH:35][CH:34]=[CH:33][CH:32]=2)=[O:28])[CH2:18][CH2:17][CH2:16][NH:15][CH2:14][CH2:13]1)=[O:10])[C:2]1[CH:7]=[CH:6][CH:5]=[CH:4][CH:3]=1.[N+:37]([C:40]1[CH:48]=[CH:47][C:43]([CH2:44][CH2:45]Br)=[CH:42][CH:41]=1)([O-:39])=[O:38].C([O-])([O-])=O.[K+].[K+].